Predict the reactants needed to synthesize the given product. From a dataset of Full USPTO retrosynthesis dataset with 1.9M reactions from patents (1976-2016). (1) Given the product [F:33][C:32]1[CH:31]=[C:30]2[C:26]([C:27]([CH:34]=[O:35])=[CH:28][NH:29]2)=[CH:25][C:24]=1[C:9]1[CH:10]=[CH:11][C:12]([C:15]2[CH:20]=[CH:19][CH:18]=[CH:17][C:16]=2[OH:21])=[CH:13][CH:14]=1, predict the reactants needed to synthesize it. The reactants are: CC1(C)C(C)(C)OB([C:9]2[CH:14]=[CH:13][C:12]([C:15]3[C:16]([OH:21])=[CH:17][CH:18]=[CH:19][CH:20]=3)=[CH:11][CH:10]=2)O1.Br[C:24]1[CH:25]=[C:26]2[C:30](=[CH:31][C:32]=1[F:33])[NH:29][CH:28]=[C:27]2[CH:34]=[O:35].C(=O)([O-])[O-].[K+].[K+].S([O-])(O)(=O)=O.[Na+]. (2) Given the product [Cl:17][C:16]1[C:11]([C:8]2[CH:9]=[C:10]3[C:5](=[C:6]([O:18][C:19]4[CH:24]=[CH:23][C:22]([S:25]([CH3:28])(=[O:27])=[O:26])=[CH:21][CH:20]=4)[CH:7]=2)[N:4]([CH3:29])[N:3]=[C:2]3[NH:42][C:39]2[CH:40]=[CH:41][N:37]([CH2:36][CH:34]([OH:35])[CH2:33][OH:32])[N:38]=2)=[N:12][CH:13]=[CH:14][CH:15]=1, predict the reactants needed to synthesize it. The reactants are: Br[C:2]1[C:10]2[C:5](=[C:6]([O:18][C:19]3[CH:24]=[CH:23][C:22]([S:25]([CH3:28])(=[O:27])=[O:26])=[CH:21][CH:20]=3)[CH:7]=[C:8]([C:11]3[C:16]([Cl:17])=[CH:15][CH:14]=[CH:13][N:12]=3)[CH:9]=2)[N:4]([CH3:29])[N:3]=1.CC1(C)[O:35][CH:34]([CH2:36][N:37]2[CH:41]=[CH:40][C:39]([NH2:42])=[N:38]2)[CH2:33][O:32]1. (3) Given the product [OH:6][CH:7]1[CH2:8][N:9]([CH:11]([C:13]2[CH:18]=[CH:17][C:16]([C:19]3[NH:20][C:21](=[O:31])[C:22]4[CH:23]=[CH:24][CH:25]=[C:26]([C:29]#[N:30])[C:27]=4[CH:28]=3)=[CH:15][CH:14]=2)[CH3:12])[CH2:10]1, predict the reactants needed to synthesize it. The reactants are: C([Si](C1C=CC=CC=1)(C1C=CC=CC=1)[O:6][CH:7]1[CH2:10][N:9]([CH:11]([C:13]2[CH:18]=[CH:17][C:16]([C:19]3[NH:20][C:21](=[O:31])[C:22]4[CH:23]=[CH:24][CH:25]=[C:26]([C:29]#[N:30])[C:27]=4[CH:28]=3)=[CH:15][CH:14]=2)[CH3:12])[CH2:8]1)(C)(C)C.Cl.O1CCOCC1.